This data is from Peptide-MHC class I binding affinity with 185,985 pairs from IEDB/IMGT. The task is: Regression. Given a peptide amino acid sequence and an MHC pseudo amino acid sequence, predict their binding affinity value. This is MHC class I binding data. The peptide sequence is HLAGFIHAC. The MHC is HLA-B58:01 with pseudo-sequence HLA-B58:01. The binding affinity (normalized) is 0.0847.